Dataset: Full USPTO retrosynthesis dataset with 1.9M reactions from patents (1976-2016). Task: Predict the reactants needed to synthesize the given product. (1) Given the product [N:52]1([S:53]([NH:56][C:40](=[O:42])[C:39]2[CH:43]=[C:44]([C:45]3([OH:49])[CH2:46][O:47][CH2:48]3)[C:36]([O:35][C:27]3[CH:28]=[N:29][C:30]([O:31][CH:32]([CH3:33])[CH3:34])=[C:25]([Cl:24])[CH:26]=3)=[CH:37][C:38]=2[F:50])(=[O:55])=[O:54])[CH2:6][CH2:10][CH2:2]1, predict the reactants needed to synthesize it. The reactants are: Cl[C:2]1C(OC2C=CC(Cl)=C(C(F)(F)F)C=2)=CC(F)=[C:6]([CH:10]=1)C(O)=O.[Cl:24][C:25]1[CH:26]=[C:27]([O:35][C:36]2[C:44]([C:45]3([OH:49])[CH2:48][O:47][CH2:46]3)=[CH:43][C:39]([C:40]([OH:42])=O)=[C:38]([F:50])[CH:37]=2)[CH:28]=[N:29][C:30]=1[O:31][CH:32]([CH3:34])[CH3:33].C[N:52](C)[S:53]([NH2:56])(=[O:55])=[O:54]. (2) Given the product [C:15]([C:14]1[CH:17]=[C:10]([C:9]2[CH:8]=[CH:7][N:6]=[C:5]3[N:25]([S:26]([CH3:29])(=[O:28])=[O:27])[C:2]([C:42]4[CH2:41][N:40]([C:43]([O:45][C:46]([CH3:49])([CH3:48])[CH3:47])=[O:44])[CH2:39][CH:38]=4)=[CH:3][C:4]=23)[CH:11]=[CH:12][C:13]=1[O:18][CH:19]1[CH2:24][CH2:23][O:22][CH2:21][CH2:20]1)#[N:16], predict the reactants needed to synthesize it. The reactants are: I[C:2]1[N:25]([S:26]([CH3:29])(=[O:28])=[O:27])[C:5]2=[N:6][CH:7]=[CH:8][C:9]([C:10]3[CH:11]=[CH:12][C:13]([O:18][CH:19]4[CH2:24][CH2:23][O:22][CH2:21][CH2:20]4)=[C:14]([CH:17]=3)[C:15]#[N:16])=[C:4]2[CH:3]=1.CC1(C)C(C)(C)OB([C:38]2[CH2:39][N:40]([C:43]([O:45][C:46]([CH3:49])([CH3:48])[CH3:47])=[O:44])[CH2:41][CH:42]=2)O1.C(=O)([O-])[O-].[Cs+].[Cs+]. (3) Given the product [CH3:13][O:14][CH2:15][O:1][C:2]1[CH:9]=[CH:8][C:5]([CH:6]=[O:7])=[CH:4][CH:3]=1, predict the reactants needed to synthesize it. The reactants are: [OH:1][C:2]1[CH:9]=[CH:8][C:5]([CH:6]=[O:7])=[CH:4][CH:3]=1.[H-].[Na+].Cl[CH2:13][O:14][CH3:15]. (4) Given the product [C:23]([O:22][C:21](=[O:27])[NH:20][CH2:19][C:8]1[N:9]([CH2:15][CH:16]([CH3:18])[CH3:17])[C:10](=[O:14])[C:11]2[C:6]([C:7]=1[O:28][CH2:29][CH2:30][CH2:31][CH3:32])=[CH:5][C:4]([C:2]1[S:3][CH:34]=[C:35]([CH3:36])[N:1]=1)=[CH:13][CH:12]=2)([CH3:25])([CH3:24])[CH3:26], predict the reactants needed to synthesize it. The reactants are: [NH2:1][C:2]([C:4]1[CH:5]=[C:6]2[C:11](=[CH:12][CH:13]=1)[C:10](=[O:14])[N:9]([CH2:15][CH:16]([CH3:18])[CH3:17])[C:8]([CH2:19][NH:20][C:21](=[O:27])[O:22][C:23]([CH3:26])([CH3:25])[CH3:24])=[C:7]2[O:28][CH2:29][CH2:30][CH2:31][CH3:32])=[S:3].Br[CH2:34][C:35](=O)[CH3:36].C([O-])(=O)C.[Na+].O. (5) Given the product [C:70]([C:69]1[CH:73]=[CH:74][C:66]([NH:65][C:28]([CH:9]2[CH:8]([C:4]3[CH:5]=[CH:6][CH:7]=[C:2]([Cl:1])[C:3]=3[F:31])[C:12]([C:15]3[CH:20]=[CH:19][C:18]([Cl:21])=[CH:17][C:16]=3[F:22])([C:13]#[N:14])[CH:11]([CH2:23][C:24]([CH3:26])([CH3:25])[CH3:27])[NH:10]2)=[O:30])=[CH:67][CH:68]=1)(=[O:71])[NH2:72], predict the reactants needed to synthesize it. The reactants are: [Cl:1][C:2]1[C:3]([F:31])=[C:4]([CH:8]2[C:12]([C:15]3[CH:20]=[CH:19][C:18]([Cl:21])=[CH:17][C:16]=3[F:22])([C:13]#[N:14])[CH:11]([CH2:23][C:24]([CH3:27])([CH3:26])[CH3:25])[NH:10][CH:9]2[C:28]([OH:30])=O)[CH:5]=[CH:6][CH:7]=1.CN(C(ON1N=NC2C=CC=NC1=2)=[N+](C)C)C.F[P-](F)(F)(F)(F)F.CCN(C(C)C)C(C)C.[NH2:65][C:66]1[CH:74]=[CH:73][C:69]([C:70]([NH2:72])=[O:71])=[CH:68][CH:67]=1. (6) The reactants are: [O:1]=[C:2]1[NH:8][C:7]2[CH:9]=[CH:10][CH:11]=[CH:12][C:6]=2[S:5][C@H:4]([C:13]2[CH:18]=[CH:17][CH:16]=[CH:15][CH:14]=2)[C@@H:3]1[NH:19][C:20](=[O:33])[C@H:21]([CH3:32])[NH:22]C(=O)CC1C=CC=CC=1.[F:34][C:35]1[CH:36]=[C:37]([CH2:42][C:43]([OH:45])=O)[CH:38]=[C:39]([F:41])[CH:40]=1. Given the product [F:41][C:39]1[CH:38]=[C:37]([CH2:42][C:43]([N:19]([C@@H:3]2[C:2](=[O:1])[NH:8][C:7]3[CH:9]=[CH:10][CH:11]=[CH:12][C:6]=3[S:5][C@@H:4]2[C:13]2[CH:14]=[CH:15][CH:16]=[CH:17][CH:18]=2)[C:20](=[O:33])[C@H:21]([CH2:32][C:6]2[CH:12]=[CH:11][CH:10]=[CH:9][CH:7]=2)[NH2:22])=[O:45])[CH:36]=[C:35]([F:34])[CH:40]=1, predict the reactants needed to synthesize it.